Dataset: Forward reaction prediction with 1.9M reactions from USPTO patents (1976-2016). Task: Predict the product of the given reaction. (1) Given the reactants [F:1][C:2]1[CH:3]=[C:4]([NH:15][C:16]2[N:21]=[C:20]([NH:22][C:23]3[CH:24]=[C:25]([CH2:29][C:30]#[N:31])[CH:26]=[CH:27][CH:28]=3)[CH:19]=[CH:18][N:17]=2)[CH:5]=[CH:6][C:7]=1[N:8]1[CH2:13][CH2:12][N:11]([CH3:14])[CH2:10][CH2:9]1.[CH3:32][S:33]([OH:36])(=[O:35])=[O:34], predict the reaction product. The product is: [CH3:32][S:33]([OH:36])(=[O:35])=[O:34].[F:1][C:2]1[CH:3]=[C:4]([NH:15][C:16]2[N:21]=[C:20]([NH:22][C:23]3[CH:24]=[C:25]([CH2:29][C:30]#[N:31])[CH:26]=[CH:27][CH:28]=3)[CH:19]=[CH:18][N:17]=2)[CH:5]=[CH:6][C:7]=1[N:8]1[CH2:13][CH2:12][N:11]([CH3:14])[CH2:10][CH2:9]1. (2) Given the reactants Br[C:2](=[CH2:33])[CH2:3][N:4]([CH2:22][C:23]1[CH:28]=[CH:27][C:26]([O:29][CH3:30])=[CH:25][C:24]=1[O:31][CH3:32])[C:5]([C@H:7]([NH:11][C:12](=[O:21])[O:13][CH2:14][C:15]1[CH:20]=[CH:19][CH:18]=[CH:17][CH:16]=1)[CH2:8][CH:9]=[CH2:10])=[O:6].[F:34][C:35]1[C:40]([F:41])=[CH:39][CH:38]=[CH:37][C:36]=1B(O)O.C(=O)([O-])[O-].[Na+].[Na+], predict the reaction product. The product is: [F:34][C:35]1[C:40]([F:41])=[CH:39][CH:38]=[CH:37][C:36]=1[C:2](=[CH2:33])[CH2:3][N:4]([CH2:22][C:23]1[CH:28]=[CH:27][C:26]([O:29][CH3:30])=[CH:25][C:24]=1[O:31][CH3:32])[C:5]([C@H:7]([NH:11][C:12](=[O:21])[O:13][CH2:14][C:15]1[CH:20]=[CH:19][CH:18]=[CH:17][CH:16]=1)[CH2:8][CH:9]=[CH2:10])=[O:6]. (3) The product is: [CH3:49][N:50]([CH3:51])[C:19]([C:16]1[N:15]=[C:14]([NH:22][CH2:23][C:24]2[C:29]([CH3:30])=[CH:28][CH:27]=[CH:26][C:25]=2[CH2:31][CH3:32])[C:13]2[N:12]=[C:11]([CH3:33])[N:10]([CH2:9][O:8][CH2:1][C:2]3[CH:7]=[CH:6][CH:5]=[CH:4][CH:3]=3)[C:18]=2[CH:17]=1)=[O:21]. Given the reactants [CH2:1]([O:8][CH2:9][N:10]1[C:18]2[CH:17]=[C:16]([C:19]([OH:21])=O)[N:15]=[C:14]([NH:22][CH2:23][C:24]3[C:29]([CH3:30])=[CH:28][CH:27]=[CH:26][C:25]=3[CH2:31][CH3:32])[C:13]=2[N:12]=[C:11]1[CH3:33])[C:2]1[CH:7]=[CH:6][CH:5]=[CH:4][CH:3]=1.F[B-](F)(F)F.N1(O[C:49](N(C)C)=[N+:50](C)[CH3:51])C2C=CC=CC=2N=N1.CNC.O, predict the reaction product. (4) Given the reactants [NH2:1][C:2]1[CH:3]=[CH:4][CH:5]=[C:6]2[C:10]=1[N:9]([CH3:11])[N:8]=[CH:7]2.I[C:13]1[C:21]([N+:22]([O-:24])=[O:23])=[CH:20][CH:19]=[CH:18][C:14]=1[C:15]([OH:17])=[O:16], predict the reaction product. The product is: [CH3:11][N:9]1[C:10]2[C:6](=[CH:5][CH:4]=[CH:3][C:2]=2[NH:1][C:13]2[C:21]([N+:22]([O-:24])=[O:23])=[CH:20][CH:19]=[CH:18][C:14]=2[C:15]([OH:17])=[O:16])[CH:7]=[N:8]1. (5) Given the reactants [C:1]([O:5][C:6]([C:8]1[CH:19]=[C:18]([O:20][C:21]2[CH:26]=[CH:25][C:24]([S:27]([CH3:30])(=[O:29])=[O:28])=[CH:23][CH:22]=2)[C:11]2[CH2:12][CH:13]([CH2:15][O:16][CH3:17])[O:14][C:10]=2[CH:9]=1)=[O:7])([CH3:4])([CH3:3])[CH3:2].[C:31](OC(C1C=C(OC2C=CC(S(C)(=O)=O)=CC=2)C2CC(CO)(C)OC=2C=1)=O)(C)(C)C.CI, predict the reaction product. The product is: [C:1]([O:5][C:6]([C:8]1[CH:19]=[C:18]([O:20][C:21]2[CH:26]=[CH:25][C:24]([S:27]([CH3:30])(=[O:29])=[O:28])=[CH:23][CH:22]=2)[C:11]2[CH2:12][C:13]([CH2:15][O:16][CH3:17])([CH3:31])[O:14][C:10]=2[CH:9]=1)=[O:7])([CH3:3])([CH3:4])[CH3:2]. (6) Given the reactants [C:1]([NH:4][C:5]1[C:10]([N+:11]([O-:13])=[O:12])=[CH:9][CH:8]=[C:7]([Br:14])[N:6]=1)(=[O:3])[CH3:2].[H-].[Na+].[C:17]([O:20][C:21]1[CH:28]=[CH:27][C:24]([CH2:25]Br)=[C:23]([Cl:29])[CH:22]=1)(=[O:19])[CH3:18].C(OCC)(=O)C, predict the reaction product. The product is: [C:17]([O:20][C:21]1[CH:28]=[CH:27][C:24]([CH2:25][N:4]([C:5]2[C:10]([N+:11]([O-:13])=[O:12])=[CH:9][CH:8]=[C:7]([Br:14])[N:6]=2)[C:1](=[O:3])[CH3:2])=[C:23]([Cl:29])[CH:22]=1)(=[O:19])[CH3:18]. (7) Given the reactants [Si]([O:8][CH2:9][CH:10]([CH2:35][O:36][CH2:37][CH2:38][CH2:39][CH2:40][CH2:41][CH2:42][CH2:43][CH2:44][CH2:45][CH2:46][CH2:47][CH2:48][CH2:49][CH2:50][CH2:51][CH3:52])[O:11][C:12](=[O:34])[CH:13]=[CH:14][CH:15]=[CH:16][CH:17]=[CH:18][CH:19]=[CH:20][CH:21]=[CH:22][CH:23]=[CH:24][CH2:25][CH2:26][CH2:27][CH2:28][CH2:29][CH2:30][CH2:31][CH2:32][CH3:33])(C(C)(C)C)(C)C.C(O)(=O)C.CCCC[N+](CCCC)(CCCC)CCCC.[F-].O, predict the reaction product. The product is: [C:12]([O:11][CH:10]([CH2:9][OH:8])[CH2:35][O:36][CH2:37][CH2:38][CH2:39][CH2:40][CH2:41][CH2:42][CH2:43][CH2:44][CH2:45][CH2:46][CH2:47][CH2:48][CH2:49][CH2:50][CH2:51][CH3:52])(=[O:34])/[CH:13]=[CH:14]\[CH:15]=[CH:16][CH:17]=[CH:18][CH:19]=[CH:20][CH:21]=[CH:22][CH:23]=[CH:24][CH2:25][CH2:26][CH2:27][CH2:28][CH2:29][CH2:30][CH2:31][CH2:32][CH3:33]. (8) Given the reactants [C:1]([O:5][C:6]([N:8]1[CH2:13][CH2:12][C:11](=O)[CH2:10][CH2:9]1)=[O:7])([CH3:4])([CH3:3])[CH3:2].[Cl:15][C:16]1[CH:22]=[CH:21][CH:20]=[CH:19][C:17]=1[NH2:18].C(O)(=O)C.C(O[BH-](OC(=O)C)OC(=O)C)(=O)C.[Na+], predict the reaction product. The product is: [C:1]([O:5][C:6]([N:8]1[CH2:13][CH2:12][CH:11]([NH:18][C:17]2[CH:19]=[CH:20][CH:21]=[CH:22][C:16]=2[Cl:15])[CH2:10][CH2:9]1)=[O:7])([CH3:4])([CH3:3])[CH3:2].